From a dataset of Forward reaction prediction with 1.9M reactions from USPTO patents (1976-2016). Predict the product of the given reaction. (1) The product is: [CH:1]1([NH:6][C:7]2[N:16]=[CH:15][C:14]3[CH2:13][CH2:12][C:11]4[C:17]([C:21]([NH2:32])=[O:22])=[N:18][N:19]([CH3:20])[C:10]=4[C:9]=3[N:8]=2)[CH2:2][CH2:3][CH2:4][CH2:5]1. Given the reactants [CH:1]1([NH:6][C:7]2[N:16]=[CH:15][C:14]3[CH2:13][CH2:12][C:11]4[C:17]([C:21]([O-])=[O:22])=[N:18][N:19]([CH3:20])[C:10]=4[C:9]=3[N:8]=2)[CH2:5][CH2:4][CH2:3][CH2:2]1.[K+].O1CCCC1.C([N:32](C(C)C)C(C)C)C.N1(C([O-])=O)C2C=CC=CC=2N=N1.[NH4+], predict the reaction product. (2) Given the reactants O.[CH2:2]([O:4][C:5](=[O:15])[CH2:6][CH2:7][CH2:8][CH2:9][C:10]([O:12][CH2:13][CH3:14])=[O:11])[CH3:3].CC[O-].[Na+].[C:20]1([C:26]2[CH:33]=[CH:32][CH:31]=[CH:30][C:27]=2[CH2:28]Br)[CH:25]=[CH:24][CH:23]=[CH:22][CH:21]=1, predict the reaction product. The product is: [CH2:2]([O:4][C:5](=[O:15])[CH:6]([CH2:28][C:27]1[CH:30]=[CH:31][CH:32]=[CH:33][C:26]=1[C:20]1[CH:25]=[CH:24][CH:23]=[CH:22][CH:21]=1)[CH2:7][CH2:8][CH2:9][C:10]([O:12][CH2:13][CH3:14])=[O:11])[CH3:3].